Dataset: Reaction yield outcomes from USPTO patents with 853,638 reactions. Task: Predict the reaction yield, written as a fraction of the theoretical maximum amount of product (1.0 means a 100% yield; for example, 0.34 means a 34% yield). The reactants are [CH2:1]([O:3][C@@H:4]1[CH2:8][N:7]([C:9](=[O:19])[C@H:10]([CH:16]([CH3:18])[CH3:17])[NH:11][C:12]([O:14][CH3:15])=[O:13])[C@H:6]([C:20]2[NH:24][C:23]3[C:25]4[C:30]([CH:31]=[CH:32][C:22]=3[N:21]=2)=[CH:29][C:28]2[C:33]3[C:38]([CH2:39][O:40][C:27]=2[CH:26]=4)=[CH:37][C:36]([C:41]2[NH:45][C:44]([C@@H:46]4[CH2:50][CH2:49][CH2:48][N:47]4C(OC(C)(C)C)=O)=[N:43][CH:42]=2)=[CH:35][CH:34]=3)[CH2:5]1)[CH3:2].Cl.[CH3:59][O:60][C:61]([NH:63][C@@H:64]([CH:68]([CH3:70])[CH3:69])[C:65](O)=[O:66])=[O:62].CN(C(ON1N=NC2C=CC=NC1=2)=[N+](C)C)C.F[P-](F)(F)(F)(F)F.CCN(C(C)C)C(C)C. The catalyst is C(Cl)Cl.CO.CN(C=O)C.[Li+].[OH-]. The product is [CH2:1]([O:3][C@@H:4]1[CH2:8][N:7]([C:9](=[O:19])[C@@H:10]([NH:11][C:12]([O:14][CH3:15])=[O:13])[CH:16]([CH3:18])[CH3:17])[C@H:6]([C:20]2[NH:24][C:23]3[C:25]4[C:30]([CH:31]=[CH:32][C:22]=3[N:21]=2)=[CH:29][C:28]2[C:33]3[C:38]([CH2:39][O:40][C:27]=2[CH:26]=4)=[CH:37][C:36]([C:41]2[NH:45][C:44]([C@@H:46]4[CH2:50][CH2:49][CH2:48][N:47]4[C:65](=[O:66])[C@@H:64]([NH:63][C:61](=[O:62])[O:60][CH3:59])[CH:68]([CH3:70])[CH3:69])=[N:43][CH:42]=2)=[CH:35][CH:34]=3)[CH2:5]1)[CH3:2]. The yield is 0.170.